From a dataset of NCI-60 drug combinations with 297,098 pairs across 59 cell lines. Regression. Given two drug SMILES strings and cell line genomic features, predict the synergy score measuring deviation from expected non-interaction effect. (1) Drug 1: CN(C)C1=NC(=NC(=N1)N(C)C)N(C)C. Drug 2: C1CC(=O)NC(=O)C1N2C(=O)C3=CC=CC=C3C2=O. Cell line: BT-549. Synergy scores: CSS=-12.4, Synergy_ZIP=2.10, Synergy_Bliss=-1.80, Synergy_Loewe=-6.42, Synergy_HSA=-7.43. (2) Drug 1: COC1=C(C=C2C(=C1)N=CN=C2NC3=CC(=C(C=C3)F)Cl)OCCCN4CCOCC4. Drug 2: COCCOC1=C(C=C2C(=C1)C(=NC=N2)NC3=CC=CC(=C3)C#C)OCCOC.Cl. Cell line: HOP-62. Synergy scores: CSS=15.1, Synergy_ZIP=0.552, Synergy_Bliss=4.89, Synergy_Loewe=2.88, Synergy_HSA=3.98. (3) Drug 1: CC(CN1CC(=O)NC(=O)C1)N2CC(=O)NC(=O)C2. Drug 2: CC1=CC=C(C=C1)C2=CC(=NN2C3=CC=C(C=C3)S(=O)(=O)N)C(F)(F)F. Cell line: SF-539. Synergy scores: CSS=13.8, Synergy_ZIP=-0.203, Synergy_Bliss=-3.15, Synergy_Loewe=-1.09, Synergy_HSA=-0.788.